Task: Predict the reaction yield, written as a fraction of the theoretical maximum amount of product (1.0 means a 100% yield; for example, 0.34 means a 34% yield).. Dataset: Reaction yield outcomes from USPTO patents with 853,638 reactions The reactants are Cl.[F:2][C:3]1[CH:31]=[CH:30][C:6]([CH2:7][C@H:8]2[CH2:12][NH:11][C@H:10]([C:13]([NH:15][C:16]3[CH:21]=[CH:20][C:19]([O:22][C:23]4[CH:28]=[CH:27][C:26]([F:29])=[CH:25][CH:24]=4)=[CH:18][CH:17]=3)=[O:14])[CH2:9]2)=[CH:5][CH:4]=1.[N:32]1[N:33]([CH2:37][C:38](O)=[O:39])[N:34]=[CH:35][CH:36]=1.CN(C(ON1N=NC2C=CC=NC1=2)=[N+](C)C)C.F[P-](F)(F)(F)(F)F.CCN(C(C)C)C(C)C. The catalyst is CN(C=O)C. The product is [N:32]1[N:33]([CH2:37][C:38]([N:11]2[CH2:12][C@H:8]([CH2:7][C:6]3[CH:5]=[CH:4][C:3]([F:2])=[CH:31][CH:30]=3)[CH2:9][C@H:10]2[C:13]([NH:15][C:16]2[CH:21]=[CH:20][C:19]([O:22][C:23]3[CH:28]=[CH:27][C:26]([F:29])=[CH:25][CH:24]=3)=[CH:18][CH:17]=2)=[O:14])=[O:39])[N:34]=[CH:35][CH:36]=1. The yield is 0.890.